This data is from Catalyst prediction with 721,799 reactions and 888 catalyst types from USPTO. The task is: Predict which catalyst facilitates the given reaction. (1) Reactant: [Cl:1][C:2]1[C:28]([CH2:29][CH2:30][OH:31])=[CH:27][CH:26]=[CH:25][C:3]=1[CH2:4][N:5]1[CH2:24][CH2:23][C:8]2([O:13][CH2:12][CH2:11][N:10]([C:14]([C:16]3[N:17]=[C:18]([CH2:21][CH3:22])[S:19][CH:20]=3)=[O:15])[CH2:9]2)[CH2:7][CH2:6]1.[C:32]([O:36][C:37]([CH3:40])([CH3:39])[CH3:38])(=[O:35])[CH:33]=[CH2:34]. Product: [Cl:1][C:2]1[C:3]([CH2:4][N:5]2[CH2:6][CH2:7][C:8]3([O:13][CH2:12][CH2:11][N:10]([C:14]([C:16]4[N:17]=[C:18]([CH2:21][CH3:22])[S:19][CH:20]=4)=[O:15])[CH2:9]3)[CH2:23][CH2:24]2)=[CH:25][CH:26]=[CH:27][C:28]=1[CH2:29][CH2:30][O:31][CH2:34][CH2:33][C:32]([O:36][C:37]([CH3:40])([CH3:39])[CH3:38])=[O:35]. The catalyst class is: 192. (2) Reactant: [CH3:1][C:2]1[CH:19]=[CH:18][C:17]([CH3:20])=[CH:16][C:3]=1[O:4][CH2:5][C:6]1[CH:15]=[CH:14][CH:13]=[CH:12][C:7]=1[CH:8]([OH:11])[C:9]#[N:10].Cl.[OH2:22]. Product: [CH3:1][C:2]1[CH:19]=[CH:18][C:17]([CH3:20])=[CH:16][C:3]=1[O:4][CH2:5][C:6]1[CH:15]=[CH:14][CH:13]=[CH:12][C:7]=1[CH:8]([OH:11])[C:9]([NH2:10])=[O:22]. The catalyst class is: 113.